From a dataset of Forward reaction prediction with 1.9M reactions from USPTO patents (1976-2016). Predict the product of the given reaction. (1) Given the reactants [OH:1][CH2:2][CH2:3][N:4]([CH2:17][C:18]([F:21])([F:20])[F:19])[C:5]1[CH:12]=[CH:11][C:8]([C:9]#[N:10])=[C:7]([C:13]([F:16])([F:15])[F:14])[CH:6]=1.[Cl:22][C:23]1[N:28]=[CH:27][C:26](O)=[CH:25][CH:24]=1, predict the reaction product. The product is: [Cl:22][C:23]1[N:28]=[CH:27][C:26]([O:1][CH2:2][CH2:3][N:4]([CH2:17][C:18]([F:19])([F:20])[F:21])[C:5]2[CH:12]=[CH:11][C:8]([C:9]#[N:10])=[C:7]([C:13]([F:15])([F:16])[F:14])[CH:6]=2)=[CH:25][CH:24]=1. (2) Given the reactants [NH2:1][C:2]1[CH:3]=[C:4]([OH:12])[C:5](=[CH:10][CH:11]=1)[C:6]([O:8][CH3:9])=[O:7].[Br:13][C:14]1[CH:15]=[C:16]([S:24](Cl)(=[O:26])=[O:25])[CH:17]=[C:18]([C:20]([F:23])([F:22])[F:21])[CH:19]=1.N1C=CC=CC=1, predict the reaction product. The product is: [Br:13][C:14]1[CH:15]=[C:16]([S:24]([NH:1][C:2]2[CH:11]=[CH:10][C:5]([C:6]([O:8][CH3:9])=[O:7])=[C:4]([OH:12])[CH:3]=2)(=[O:25])=[O:26])[CH:17]=[C:18]([C:20]([F:22])([F:21])[F:23])[CH:19]=1. (3) Given the reactants [Cl:1][C:2]1[CH:25]=[CH:24][CH:23]=[CH:22][C:3]=1[O:4][C:5]1[CH:14]=[C:13]2[C:8]([C:9]([OH:21])=[C:10]([C:17](OC)=[O:18])[N:11]=[C:12]2[C:15]#[N:16])=[CH:7][CH:6]=1.[NH2:26][CH2:27][C:28]([CH3:35])([CH3:34])[C:29]([O:31][CH2:32][CH3:33])=[O:30], predict the reaction product. The product is: [Cl:1][C:2]1[CH:25]=[CH:24][CH:23]=[CH:22][C:3]=1[O:4][C:5]1[CH:14]=[C:13]2[C:8]([C:9]([OH:21])=[C:10]([C:17]([NH:26][CH2:27][C:28]([CH3:35])([CH3:34])[C:29]([O:31][CH2:32][CH3:33])=[O:30])=[O:18])[N:11]=[C:12]2[C:15]#[N:16])=[CH:7][CH:6]=1. (4) The product is: [C:1]([O:5][C:6]([N:8]1[CH2:13][CH2:12][N:11]([C:15]2[CH:20]=[C:19]([O:21][CH3:22])[N:18]=[CH:17][N:16]=2)[CH2:10][CH2:9]1)=[O:7])([CH3:4])([CH3:2])[CH3:3]. Given the reactants [C:1]([O:5][C:6]([N:8]1[CH2:13][CH2:12][NH:11][CH2:10][CH2:9]1)=[O:7])([CH3:4])([CH3:3])[CH3:2].Cl[C:15]1[CH:20]=[C:19]([O:21][CH3:22])[N:18]=[CH:17][N:16]=1.C(N(CC)CC)C, predict the reaction product. (5) Given the reactants [Cl:1][C:2]1[C:9]([CH3:10])=[C:8]([C:11]2[C@@H:12]([O:20][CH2:21][CH2:22][F:23])[C@@H:13]3[C@@H:18](O)[CH2:17][CH2:16][N:14]3[N:15]=2)[CH:7]=[CH:6][C:3]=1[C:4]#[N:5].CCN(S(F)(F)[F:30])CC, predict the reaction product. The product is: [Cl:1][C:2]1[C:9]([CH3:10])=[C:8]([C:11]2[C@@H:12]([O:20][CH2:21][CH2:22][F:23])[C@@H:13]3[C@H:18]([F:30])[CH2:17][CH2:16][N:14]3[N:15]=2)[CH:7]=[CH:6][C:3]=1[C:4]#[N:5].